Dataset: Full USPTO retrosynthesis dataset with 1.9M reactions from patents (1976-2016). Task: Predict the reactants needed to synthesize the given product. (1) Given the product [ClH:31].[C:1]1([C:7]2[C:17]3[O:16][CH2:15][CH2:14][NH:13][CH2:12][C:11]=3[CH:10]=[CH:9][CH:8]=2)[CH2:6][CH2:5][CH2:4][CH2:3][CH:2]=1, predict the reactants needed to synthesize it. The reactants are: [C:1]1([C:7]2[C:17]3[O:16][CH2:15][CH2:14][N:13](C(OC(C)(C)C)=O)[CH2:12][C:11]=3[CH:10]=[CH:9][CH:8]=2)[CH2:6][CH2:5][CH2:4][CH2:3][CH:2]=1.C(OCC)(=O)C.[ClH:31]. (2) Given the product [CH3:34][O:35]/[N:36]=[C:25](/[C:22]1[CH:23]=[CH:24][C:19]([C:16]2[CH:17]=[N:18][C:13]([C:2]([OH:1])([C:7]3[CH:8]=[N:9][CH:10]=[N:11][CH:12]=3)[C:3]([CH3:6])([CH3:4])[CH3:5])=[CH:14][CH:15]=2)=[CH:20][CH:21]=1)\[CH3:26].[CH3:34][O:35]/[N:36]=[C:25](\[C:22]1[CH:23]=[CH:24][C:19]([C:16]2[CH:17]=[N:18][C:13]([C:2]([OH:1])([C:7]3[CH:8]=[N:9][CH:10]=[N:11][CH:12]=3)[C:3]([CH3:6])([CH3:4])[CH3:5])=[CH:14][CH:15]=2)=[CH:20][CH:21]=1)/[CH3:26], predict the reactants needed to synthesize it. The reactants are: [OH:1][C:2]([C:13]1[N:18]=[CH:17][C:16]([C:19]2[CH:24]=[CH:23][C:22]([C:25](=O)[CH3:26])=[CH:21][CH:20]=2)=[CH:15][CH:14]=1)([C:7]1[CH:8]=[N:9][CH:10]=[N:11][CH:12]=1)[C:3]([CH3:6])([CH3:5])[CH3:4].CC([O-])=O.[Na+].Cl.[CH3:34][O:35][NH2:36].CO. (3) Given the product [Br:1][C:2]1[C:3]([CH:9]([O:15][C:3]([CH3:9])([CH3:4])[CH3:2])[C:10]([O:12][CH2:13][CH3:14])=[O:11])=[C:4]([CH3:8])[S:5][C:6]=1[Cl:7], predict the reactants needed to synthesize it. The reactants are: [Br:1][C:2]1[C:3]([CH:9]([OH:15])[C:10]([O:12][CH2:13][CH3:14])=[O:11])=[C:4]([CH3:8])[S:5][C:6]=1[Cl:7].Cl(O)(=O)(=O)=O.C(=O)(O)[O-].[Na+]. (4) Given the product [Cl:1][C:2]1[CH:3]=[N:4][C:5]([N:12]2[CH2:16][CH2:15][CH:14]([O:17][C:18]3[CH:23]=[CH:22][CH:21]=[CH:20][CH:19]=3)[CH2:13]2)=[C:6]([CH:11]=1)[C:7]([OH:9])=[O:8], predict the reactants needed to synthesize it. The reactants are: [Cl:1][C:2]1[CH:3]=[N:4][C:5]([N:12]2[CH2:16][CH2:15][CH:14]([O:17][C:18]3[CH:23]=[CH:22][CH:21]=[CH:20][CH:19]=3)[CH2:13]2)=[C:6]([CH:11]=1)[C:7]([O:9]C)=[O:8].[OH-].[Na+]. (5) Given the product [C:1]([O:5][C:6]([NH:8][CH:9]([C:13]1[CH:18]=[CH:17][CH:16]=[C:15]([C:19]([F:20])([F:21])[F:22])[CH:14]=1)[C:10]([NH:23][C:24]1([C:27]([O:29][CH2:30][CH3:31])=[O:28])[CH2:26][CH2:25]1)=[O:11])=[O:7])([CH3:2])([CH3:3])[CH3:4], predict the reactants needed to synthesize it. The reactants are: [C:1]([O:5][C:6]([NH:8][CH:9]([C:13]1[CH:18]=[CH:17][CH:16]=[C:15]([C:19]([F:22])([F:21])[F:20])[CH:14]=1)[C:10](O)=[O:11])=[O:7])([CH3:4])([CH3:3])[CH3:2].[NH2:23][C:24]1([C:27]([O:29][CH2:30][CH3:31])=[O:28])[CH2:26][CH2:25]1.C(Cl)CCl.C1C=CC2N(O)N=NC=2C=1. (6) Given the product [F:28][C:27]([F:30])([F:29])[C:25]([OH:31])=[O:26].[F:28][C:27]([F:30])([F:29])[C:25]([OH:31])=[O:26].[NH2:21][C:15]1[N:14]2[CH2:22][CH2:23][N:24]=[C:13]2[C:12]2[CH:11]=[CH:10][C:9]([OH:8])=[C:18]([O:19][CH3:20])[C:17]=2[N:16]=1, predict the reactants needed to synthesize it. The reactants are: C([O:8][C:9]1[CH:10]=[CH:11][C:12]2[C:13]3[N:14]([CH2:22][CH2:23][N:24]=3)[C:15]([NH2:21])=[N:16][C:17]=2[C:18]=1[O:19][CH3:20])C1C=CC=CC=1.[C:25]([OH:31])([C:27]([F:30])([F:29])[F:28])=[O:26]. (7) Given the product [CH3:16][O:15][C:8]1[CH:9]=[CH:10][C:11]2[N:12]=[C:18]([C:24]3[CH:29]=[CH:28][CH:27]=[CH:26][CH:25]=3)[C:19](=[O:20])[NH:1][C:2]=2[C:3]=1[C:4]([O:6][CH3:7])=[O:5], predict the reactants needed to synthesize it. The reactants are: [NH2:1][C:2]1[C:11]([N+:12]([O-])=O)=[CH:10][CH:9]=[C:8]([O:15][CH3:16])[C:3]=1[C:4]([O:6][CH3:7])=[O:5].O=[C:18]([C:24]1[CH:29]=[CH:28][CH:27]=[CH:26][CH:25]=1)[C:19](OCC)=[O:20].